From a dataset of Catalyst prediction with 721,799 reactions and 888 catalyst types from USPTO. Predict which catalyst facilitates the given reaction. (1) Reactant: [NH2:1][CH2:2][C:3]1[CH:8]=[CH:7][C:6]([NH:9][S:10]([CH3:13])(=[O:12])=[O:11])=[C:5]([CH:14]=[CH2:15])[CH:4]=1.C(N(CC)CC)C.[C:23]([C:27]1[CH:32]=[CH:31][C:30]([CH2:33][CH2:34][C:35](O)=[O:36])=[CH:29][CH:28]=1)([CH3:26])([CH3:25])[CH3:24].C[N+]1(C2N=C(OC)N=C(OC)N=2)CCOCC1.[Cl-]. Product: [C:23]([C:27]1[CH:28]=[CH:29][C:30]([CH2:33][CH2:34][C:35]([NH:1][CH2:2][C:3]2[CH:8]=[CH:7][C:6]([NH:9][S:10]([CH3:13])(=[O:12])=[O:11])=[C:5]([CH:14]=[CH2:15])[CH:4]=2)=[O:36])=[CH:31][CH:32]=1)([CH3:26])([CH3:24])[CH3:25]. The catalyst class is: 2. (2) Reactant: Br[C:2]1[N:7]=[C:6]([C:8]2[N:17]=[C:16]([NH:18][C:19]3[CH:24]=[CH:23][C:22]([Cl:25])=[CH:21][CH:20]=3)[C:15]3[C:10](=[CH:11][CH:12]=[CH:13][CH:14]=3)[N:9]=2)[CH:5]=[CH:4][CH:3]=1.[CH3:26][O-:27].[Na+]. Product: [Cl:25][C:22]1[CH:23]=[CH:24][C:19]([NH:18][C:16]2[C:15]3[C:10](=[CH:11][CH:12]=[CH:13][CH:14]=3)[N:9]=[C:8]([C:6]3[CH:5]=[CH:4][CH:3]=[C:2]([O:27][CH3:26])[N:7]=3)[N:17]=2)=[CH:20][CH:21]=1. The catalyst class is: 5. (3) Reactant: [CH2:1]([C:8]1[O:12][N:11]=[C:10]([C:13]([O:15]CC)=[O:14])[CH:9]=1)C1C=CC=CC=1.[CH2:18]([OH:20])[CH3:19].[OH-].[K+]. Product: [CH2:18]([O:20][CH2:1][C:8]1[O:12][N:11]=[C:10]([C:13]([OH:15])=[O:14])[CH:9]=1)[C:19]1[CH:13]=[CH:10][CH:9]=[CH:8][CH:1]=1. The catalyst class is: 6. (4) Product: [C:1]1([C:20]2[CH:21]=[CH:22][CH:23]=[CH:24][CH:25]=2)[CH:2]=[CH:3][C:4]([CH2:7][C@H:8]2[N:12]([C:13](=[O:18])[C:14]([CH3:16])([CH3:17])[CH3:15])[C:11](=[O:19])[CH:10]=[CH:9]2)=[CH:5][CH:6]=1. Reactant: [C:1]1([C:20]2[CH:25]=[CH:24][CH:23]=[CH:22][CH:21]=2)[CH:6]=[CH:5][C:4]([CH2:7][C@H:8]2[N:12]([C:13](=[O:18])[C:14]([CH3:17])([CH3:16])[CH3:15])[C:11](=[O:19])[CH2:10][CH2:9]2)=[CH:3][CH:2]=1.C[Si]([N-][Si](C)(C)C)(C)C.[Li+].C1([Se]Br)C=CC=CC=1.O. The catalyst class is: 11.